From a dataset of NCI-60 drug combinations with 297,098 pairs across 59 cell lines. Regression. Given two drug SMILES strings and cell line genomic features, predict the synergy score measuring deviation from expected non-interaction effect. (1) Drug 1: CCC1(CC2CC(C3=C(CCN(C2)C1)C4=CC=CC=C4N3)(C5=C(C=C6C(=C5)C78CCN9C7C(C=CC9)(C(C(C8N6C=O)(C(=O)OC)O)OC(=O)C)CC)OC)C(=O)OC)O.OS(=O)(=O)O. Drug 2: CCN(CC)CCNC(=O)C1=C(NC(=C1C)C=C2C3=C(C=CC(=C3)F)NC2=O)C. Cell line: HT29. Synergy scores: CSS=16.9, Synergy_ZIP=10.4, Synergy_Bliss=15.0, Synergy_Loewe=-3.24, Synergy_HSA=10.9. (2) Drug 1: C(CC(=O)O)C(=O)CN.Cl. Drug 2: C1CN(P(=O)(OC1)NCCCl)CCCl. Cell line: SK-OV-3. Synergy scores: CSS=-0.426, Synergy_ZIP=-1.69, Synergy_Bliss=0.801, Synergy_Loewe=-12.7, Synergy_HSA=-5.80. (3) Drug 1: C1=CN(C=N1)CC(O)(P(=O)(O)O)P(=O)(O)O. Drug 2: C1CN1C2=NC(=NC(=N2)N3CC3)N4CC4. Cell line: NCI/ADR-RES. Synergy scores: CSS=33.8, Synergy_ZIP=1.49, Synergy_Bliss=1.28, Synergy_Loewe=-10.2, Synergy_HSA=0.349. (4) Drug 1: CS(=O)(=O)C1=CC(=C(C=C1)C(=O)NC2=CC(=C(C=C2)Cl)C3=CC=CC=N3)Cl. Drug 2: C1CNP(=O)(OC1)N(CCCl)CCCl. Cell line: UACC62. Synergy scores: CSS=5.90, Synergy_ZIP=0.225, Synergy_Bliss=1.53, Synergy_Loewe=0.296, Synergy_HSA=0.687. (5) Drug 1: C1CCC(CC1)NC(=O)N(CCCl)N=O. Drug 2: C(CC(=O)O)C(=O)CN.Cl. Cell line: SF-268. Synergy scores: CSS=25.4, Synergy_ZIP=-4.51, Synergy_Bliss=-3.74, Synergy_Loewe=-4.40, Synergy_HSA=-1.30. (6) Drug 1: C1CNP(=O)(OC1)N(CCCl)CCCl. Drug 2: C1C(C(OC1N2C=NC3=C2NC=NCC3O)CO)O. Cell line: SNB-19. Synergy scores: CSS=1.62, Synergy_ZIP=0.871, Synergy_Bliss=1.93, Synergy_Loewe=1.81, Synergy_HSA=0.138. (7) Drug 1: CC1C(C(CC(O1)OC2CC(CC3=C2C(=C4C(=C3O)C(=O)C5=C(C4=O)C(=CC=C5)OC)O)(C(=O)C)O)N)O.Cl. Drug 2: CC(C)NC(=O)C1=CC=C(C=C1)CNNC.Cl. Cell line: SF-295. Synergy scores: CSS=32.2, Synergy_ZIP=9.00, Synergy_Bliss=8.28, Synergy_Loewe=-10.6, Synergy_HSA=8.46. (8) Drug 1: C1C(C(OC1N2C=C(C(=O)NC2=O)F)CO)O. Drug 2: CCN(CC)CCNC(=O)C1=C(NC(=C1C)C=C2C3=C(C=CC(=C3)F)NC2=O)C. Cell line: SW-620. Synergy scores: CSS=21.3, Synergy_ZIP=-7.13, Synergy_Bliss=1.04, Synergy_Loewe=-19.8, Synergy_HSA=0.383. (9) Drug 1: CC12CCC3C(C1CCC2=O)CC(=C)C4=CC(=O)C=CC34C. Drug 2: C1=NC2=C(N1)C(=S)N=CN2. Cell line: HCC-2998. Synergy scores: CSS=19.2, Synergy_ZIP=-8.50, Synergy_Bliss=-10.4, Synergy_Loewe=-16.7, Synergy_HSA=-9.35.